From a dataset of Forward reaction prediction with 1.9M reactions from USPTO patents (1976-2016). Predict the product of the given reaction. (1) Given the reactants Cl.Cl.[NH2:3][CH2:4][CH2:5][CH2:6][CH2:7][CH2:8][CH2:9][CH2:10][CH2:11][CH2:12][N:13]1[CH2:18][CH2:17][CH:16]([O:19][C:20](=[O:34])[NH:21][C:22]2[CH:27]=[CH:26][CH:25]=[CH:24][C:23]=2[C:28]2[CH:33]=[CH:32][CH:31]=[CH:30][CH:29]=2)[CH2:15][CH2:14]1.[OH:35][C:36]1[CH:43]=[CH:42][C:39]([CH:40]=O)=[CH:38][C:37]=1[F:44], predict the reaction product. The product is: [OH:35][C:36]1[CH:43]=[CH:42][C:39]([CH2:40][NH:3][CH2:4][CH2:5][CH2:6][CH2:7][CH2:8][CH2:9][CH2:10][CH2:11][CH2:12][N:13]2[CH2:18][CH2:17][CH:16]([O:19][C:20](=[O:34])[NH:21][C:22]3[CH:27]=[CH:26][CH:25]=[CH:24][C:23]=3[C:28]3[CH:33]=[CH:32][CH:31]=[CH:30][CH:29]=3)[CH2:15][CH2:14]2)=[CH:38][C:37]=1[F:44]. (2) Given the reactants [NH2:1][CH2:2][C:3]1[C:8]([CH2:9][CH3:10])=[N:7][C:6]2[N:11]([CH2:14][CH3:15])[N:12]=[CH:13][C:5]=2[C:4]=1[NH:16][CH:17]1[CH2:22][CH2:21][O:20][CH2:19][CH2:18]1.[OH:23][CH2:24][CH2:25][CH2:26][CH2:27][CH2:28][CH2:29][CH2:30][CH2:31][C:32]1[CH:40]=[CH:39][C:35]([C:36](O)=[O:37])=[CH:34][CH:33]=1.F[P-](F)(F)(F)(F)F.N1(O[P+](N2CCCC2)(N2CCCC2)N2CCCC2)C2C=CC=CC=2N=N1.C(N(CC)C(C)C)(C)C, predict the reaction product. The product is: [CH2:14]([N:11]1[C:6]2=[N:7][C:8]([CH2:9][CH3:10])=[C:3]([CH2:2][NH:1][C:36](=[O:37])[C:35]3[CH:34]=[CH:33][C:32]([CH2:31][CH2:30][CH2:29][CH2:28][CH2:27][CH2:26][CH2:25][CH2:24][OH:23])=[CH:40][CH:39]=3)[C:4]([NH:16][CH:17]3[CH2:18][CH2:19][O:20][CH2:21][CH2:22]3)=[C:5]2[CH:13]=[N:12]1)[CH3:15]. (3) Given the reactants [Li+].C[Si]([N-][Si](C)(C)C)(C)C.[C:11]([C:14]1[CH:36]=[CH:35][C:17]([CH2:18][N:19]2[CH:34]=[C:22]3[C:23](=[O:33])[N:24]([CH3:32])[C:25]4[N:26]([CH2:27][C:28]([CH3:31])([CH3:30])[N:29]=4)[C:21]3=[N:20]2)=[CH:16][CH:15]=1)(=[O:13])[CH3:12].[Cl:37]C(Cl)(Cl)C(Cl)(Cl)Cl, predict the reaction product. The product is: [C:11]([C:14]1[CH:36]=[CH:35][C:17]([CH2:18][N:19]2[C:34]([Cl:37])=[C:22]3[C:23](=[O:33])[N:24]([CH3:32])[C:25]4[N:26]([CH2:27][C:28]([CH3:31])([CH3:30])[N:29]=4)[C:21]3=[N:20]2)=[CH:16][CH:15]=1)(=[O:13])[CH3:12]. (4) Given the reactants [CH3:1][C@@H:2]1[CH2:6][O:5][C:4](=[O:7])[N:3]1[C:8]1[CH:16]=[CH:15][C:11]([C:12]([OH:14])=O)=[CH:10][CH:9]=1.[ClH:17].[CH2:18]([C:20]1[C:21]([N:27]2[CH2:32][CH2:31][NH:30][CH2:29][CH2:28]2)=[N:22][CH:23]=[C:24]([CH3:26])[CH:25]=1)[CH3:19], predict the reaction product. The product is: [ClH:17].[CH2:18]([C:20]1[C:21]([N:27]2[CH2:28][CH2:29][N:30]([C:12]([C:11]3[CH:10]=[CH:9][C:8]([N:3]4[C@H:2]([CH3:1])[CH2:6][O:5][C:4]4=[O:7])=[CH:16][CH:15]=3)=[O:14])[CH2:31][CH2:32]2)=[N:22][CH:23]=[C:24]([CH3:26])[CH:25]=1)[CH3:19]. (5) Given the reactants [CH3:1][C:2]1[S:6][C:5]([C:7]2[C:8]([O:18][C:19]3[CH:24]=[CH:23][C:22]([O:25][CH2:26][CH2:27][N:28]4[CH2:33][CH2:32][CH2:31][CH2:30][CH2:29]4)=[CH:21][CH:20]=3)=[C:9]3[C:14](=[CH:15][CH:16]=2)[CH:13]=[C:12]([OH:17])[CH:11]=[CH:10]3)=[CH:4][CH:3]=1.C(OCC)(=O)C.[C:40]1([CH3:50])[CH:45]=[CH:44][C:43]([S:46]([OH:49])(=[O:48])=[O:47])=[CH:42][CH:41]=1, predict the reaction product. The product is: [CH3:1][C:2]1[S:6][C:5]([C:7]2[C:8]([O:18][C:19]3[CH:24]=[CH:23][C:22]([O:25][CH2:26][CH2:27][N:28]4[CH2:33][CH2:32][CH2:31][CH2:30][CH2:29]4)=[CH:21][CH:20]=3)=[C:9]3[C:14](=[CH:15][CH:16]=2)[CH:13]=[C:12]([OH:17])[CH:11]=[CH:10]3)=[CH:4][CH:3]=1.[CH3:50][C:40]1[CH:41]=[CH:42][C:43]([S:46]([O-:49])(=[O:48])=[O:47])=[CH:44][CH:45]=1. (6) Given the reactants [CH:1]([OH:3])=O.N1(C(N2C=CN=C2)=O)C=CN=C1.C(OC([N:23]1[C:27]2[N:28]=[CH:29][N:30]=[C:31]([N:32]3[CH2:39][C:36]4([CH2:38][CH2:37]4)[N:35]([S:40](=[O:43])(=[O:42])[NH2:41])[CH2:34][CH2:33]3)[C:26]=2[CH:25]=[CH:24]1)=O)(C)(C)C.C1CCN2C(=NCCC2)CC1, predict the reaction product. The product is: [N:28]1[C:27]2[NH:23][CH:24]=[CH:25][C:26]=2[C:31]([N:32]2[CH2:33][CH2:34][N:35]([S:40]([NH:41][CH:1]=[O:3])(=[O:43])=[O:42])[C:36]3([CH2:38][CH2:37]3)[CH2:39]2)=[N:30][CH:29]=1.